The task is: Predict which catalyst facilitates the given reaction.. This data is from Catalyst prediction with 721,799 reactions and 888 catalyst types from USPTO. Product: [O:5]=[C:6]1[N:8]2[CH2:13][CH2:12][N:11]([C:14]([O:16][C:17]([CH3:19])([CH3:20])[CH3:18])=[O:15])[CH2:10][C:9]2([CH2:21][C:22]2[CH:23]=[CH:24][CH:25]=[CH:26][CH:27]=2)[CH2:28][O:7]1. The catalyst class is: 9. Reactant: CC([O:5][C:6]([N:8]1[CH2:13][CH2:12][N:11]([C:14]([O:16][C:17]([CH3:20])([CH3:19])[CH3:18])=[O:15])[CH2:10][C:9]1([CH2:28]O)[CH2:21][C:22]1[CH:27]=[CH:26][CH:25]=[CH:24][CH:23]=1)=[O:7])(C)C.[H-].[Na+].C(=O)([O-])O.[Na+].